Dataset: TCR-epitope binding with 47,182 pairs between 192 epitopes and 23,139 TCRs. Task: Binary Classification. Given a T-cell receptor sequence (or CDR3 region) and an epitope sequence, predict whether binding occurs between them. (1) The epitope is FVDGVPFVV. The TCR CDR3 sequence is CASSQERASGGPQYF. Result: 1 (the TCR binds to the epitope). (2) The epitope is AVFDRKSDAK. The TCR CDR3 sequence is CASSLGEGTNYGYTF. Result: 1 (the TCR binds to the epitope). (3) The epitope is YVLDHLIVV. The TCR CDR3 sequence is CASSLSVSTSLDTQYF. Result: 1 (the TCR binds to the epitope). (4) The epitope is FQPTNGVGY. The TCR CDR3 sequence is CANRDTDTQYF. Result: 0 (the TCR does not bind to the epitope). (5) The epitope is ELAGIGILTV. The TCR CDR3 sequence is CASSFPDPPDTQYF. Result: 1 (the TCR binds to the epitope). (6) The epitope is TFYLTNDVSFL. The TCR CDR3 sequence is CSALQLGGAGANEQFF. Result: 0 (the TCR does not bind to the epitope).